Dataset: Forward reaction prediction with 1.9M reactions from USPTO patents (1976-2016). Task: Predict the product of the given reaction. (1) Given the reactants [NH2:1][C:2]1[C:6]2[CH:7]=[N:8][C:9]([NH:11][C:12]([NH:14][C@@H:15]([C:17]3[CH:22]=[CH:21][CH:20]=[CH:19][CH:18]=3)[CH3:16])=[O:13])=[CH:10][C:5]=2[NH:4][N:3]=1.[C:23]1(=O)[CH2:27][CH2:26][C:25](=[O:28])[CH2:24]1.[O-]S([O-])(=O)=O.[Mg+2], predict the reaction product. The product is: [O:28]=[C:25]1[CH2:26][CH2:27][C:23]([NH:1][C:2]2[C:6]3[CH:7]=[N:8][C:9]([NH:11][C:12]([NH:14][C@@H:15]([C:17]4[CH:22]=[CH:21][CH:20]=[CH:19][CH:18]=4)[CH3:16])=[O:13])=[CH:10][C:5]=3[NH:4][N:3]=2)=[CH:24]1. (2) Given the reactants [CH3:1][N:2]1[CH2:7][CH2:6][N:5]([C:8]2[CH:13]=[CH:12][C:11]([N+:14]([O-:16])=[O:15])=[CH:10][CH:9]=2)[CH2:4][CH2:3]1.Cl[CH2:18][S:19]([C:22]1[C:31]2[C:26](=[CH:27][CH:28]=[CH:29][CH:30]=2)[CH:25]=[CH:24][CH:23]=1)(=[O:21])=[O:20].CC([O-])(C)C.[K+], predict the reaction product. The product is: [CH3:1][N:2]1[CH2:7][CH2:6][N:5]([C:8]2[CH:9]=[CH:10][C:11]([N+:14]([O-:16])=[O:15])=[C:12]([CH2:18][S:19]([C:22]3[C:31]4[C:26](=[CH:27][CH:28]=[CH:29][CH:30]=4)[CH:25]=[CH:24][CH:23]=3)(=[O:20])=[O:21])[CH:13]=2)[CH2:4][CH2:3]1. (3) Given the reactants [N:1]1[N:2]([C:6]2[CH:7]=[C:8]3[C:12](=[CH:13][CH:14]=2)[C@H:11]([N:15]2[CH2:18][C:17]4([CH2:23][CH2:22][NH:21][CH2:20][CH2:19]4)[CH2:16]2)[CH2:10][CH2:9]3)[N:3]=[CH:4][CH:5]=1.[CH3:24][C:25]1[CH:26]=[CH:27][C:28]([CH2:31][C:32](O)=[O:33])=[N:29][CH:30]=1.C(N(CC)CC)C.CCN=C=NCCCN(C)C, predict the reaction product. The product is: [CH3:24][C:25]1[CH:26]=[CH:27][C:28]([CH2:31][C:32]([N:21]2[CH2:22][CH2:23][C:17]3([CH2:16][N:15]([CH:11]4[C:12]5[C:8](=[CH:7][C:6]([N:2]6[N:3]=[CH:4][CH:5]=[N:1]6)=[CH:14][CH:13]=5)[CH2:9][CH2:10]4)[CH2:18]3)[CH2:19][CH2:20]2)=[O:33])=[N:29][CH:30]=1. (4) Given the reactants [NH:1]1[CH:5]=[C:4]([C:6]2[CH:11]=[CH:10][N:9]=[C:8]3[N:12]([CH2:15][O:16][CH2:17][CH2:18][Si:19]([CH3:22])([CH3:21])[CH3:20])[CH:13]=[CH:14][C:7]=23)[CH:3]=[N:2]1.C(=O)([O-])[O-].[Cs+].[Cs+].CN(C=O)C.F[C:35]1[CH:36]=[C:37]([CH:40]=[CH:41][C:42]=1[CH3:43])[C:38]#[N:39], predict the reaction product. The product is: [CH3:43][C:42]1[CH:41]=[CH:40][C:37]([C:38]#[N:39])=[CH:36][C:35]=1[N:1]1[CH:5]=[C:4]([C:6]2[CH:11]=[CH:10][N:9]=[C:8]3[N:12]([CH2:15][O:16][CH2:17][CH2:18][Si:19]([CH3:22])([CH3:21])[CH3:20])[CH:13]=[CH:14][C:7]=23)[CH:3]=[N:2]1.